From a dataset of Peptide-MHC class II binding affinity with 134,281 pairs from IEDB. Regression. Given a peptide amino acid sequence and an MHC pseudo amino acid sequence, predict their binding affinity value. This is MHC class II binding data. (1) The peptide sequence is TPAAPAGAEPAGKAT. The MHC is DRB1_1001 with pseudo-sequence DRB1_1001. The binding affinity (normalized) is 0.375. (2) The peptide sequence is TVATAPEVKYTVFET. The MHC is HLA-DPA10301-DPB10402 with pseudo-sequence HLA-DPA10301-DPB10402. The binding affinity (normalized) is 0.190.